From a dataset of Catalyst prediction with 721,799 reactions and 888 catalyst types from USPTO. Predict which catalyst facilitates the given reaction. (1) Reactant: [CH2:1]([N:8]1[C:20]2[C:19]([O:21][CH3:22])=[CH:18][CH:17]=[C:16]([C:23](OC3C=CC([N+]([O-])=O)=CC=3)=[O:24])[C:15]=2[C:14]2[C:9]1=[CH:10][CH:11]=[C:12]([Cl:35])[CH:13]=2)[C:2]1[CH:7]=[CH:6][CH:5]=[CH:4][CH:3]=1.[Cl:36][C:37]1[CH:38]=[N:39][CH:40]=[C:41]([Cl:44])[C:42]=1[NH2:43].[H-].[Na+].Cl. The catalyst class is: 18. Product: [Cl:36][C:37]1[CH:38]=[N:39][CH:40]=[C:41]([Cl:44])[C:42]=1[NH:43][C:23]([C:16]1[C:15]2[C:14]3[C:9](=[CH:10][CH:11]=[C:12]([Cl:35])[CH:13]=3)[N:8]([CH2:1][C:2]3[CH:3]=[CH:4][CH:5]=[CH:6][CH:7]=3)[C:20]=2[C:19]([O:21][CH3:22])=[CH:18][CH:17]=1)=[O:24]. (2) Reactant: CN(C)C(Cl)=[O:4].[CH2:7]([N:9]([CH2:12][CH3:13])[CH2:10][CH3:11])C.[NH2:14][CH2:15][CH2:16][CH2:17][OH:18]. Product: [OH:18][CH2:17][CH2:16][CH2:15][NH:14][C:7](=[O:4])[N:9]([CH2:12][CH3:13])[CH2:10][CH3:11]. The catalyst class is: 12. (3) Reactant: [NH2:1][C:2]1[CH:3]=[C:4]([C:8]2[N:9]=[C:10]3[N:14]([C:15]=2[C:16]2[CH:21]=[CH:20][N:19]=[C:18]([NH:22][C@@H:23]4[CH2:28][CH2:27][CH2:26][N:25]([S:29]([C:32]5[CH:37]=[CH:36][C:35]([Cl:38])=[CH:34][CH:33]=5)(=[O:31])=[O:30])[CH2:24]4)[N:17]=2)[CH:13]=[CH:12][S:11]3)[CH:5]=[CH:6][CH:7]=1.CCN(C(C)C)C(C)C.[C:48](Cl)(=[O:50])[CH3:49]. Product: [Cl:38][C:35]1[CH:34]=[CH:33][C:32]([S:29]([N:25]2[CH2:26][CH2:27][CH2:28][C@@H:23]([NH:22][C:18]3[N:17]=[C:16]([C:15]4[N:14]5[C:10]([S:11][CH:12]=[CH:13]5)=[N:9][C:8]=4[C:4]4[CH:3]=[C:2]([NH:1][C:48](=[O:50])[CH3:49])[CH:7]=[CH:6][CH:5]=4)[CH:21]=[CH:20][N:19]=3)[CH2:24]2)(=[O:31])=[O:30])=[CH:37][CH:36]=1. The catalyst class is: 2. (4) Reactant: [CH3:1][O:2][C:3](=[O:30])[C:4]([C@@H:13]1[C:21]2[C:16](=[CH:17][CH:18]=[CH:19][CH:20]=2)[CH2:15][C@H:14]1[NH:22][C:23]([O:25][C:26]([CH3:29])([CH3:28])[CH3:27])=[O:24])([CH2:9][CH2:10][O:11][CH3:12])C(OC)=O.[Cl-].[Na+]. Product: [CH3:1][O:2][C:3](=[O:30])[CH:4]([C@@H:13]1[C:21]2[C:16](=[CH:17][CH:18]=[CH:19][CH:20]=2)[CH2:15][C@H:14]1[NH:22][C:23]([O:25][C:26]([CH3:28])([CH3:27])[CH3:29])=[O:24])[CH2:9][CH2:10][O:11][CH3:12]. The catalyst class is: 58. (5) Reactant: NN.CC([N:7]([CH2:11][CH2:12][CH:13]([N:21]1C(=O)C2C(=CC=CC=2)C1=O)[CH2:14][C:15]1[CH:20]=[CH:19][CH:18]=[CH:17][CH:16]=1)[C:8](=[O:10])[O-:9])(C)C. Product: [NH2:21][CH:13]([CH2:14][C:15]1[CH:16]=[CH:17][CH:18]=[CH:19][CH:20]=1)[CH2:12][CH2:11][NH:7][C:8](=[O:10])[O:9][C:15]([CH3:20])([CH3:16])[CH3:14]. The catalyst class is: 36. (6) Reactant: C([O:5][C:6]([C:8]1[C:9]([CH3:50])=[C:10]2[C:14](=[CH:15][CH:16]=1)[CH:13]([NH:17][CH2:18][C:19]1[N:24]3[N:25]=[CH:26][C:27]([C:28](=[O:37])[NH:29][C:30]4[CH:35]=[CH:34][CH:33]=[CH:32][C:31]=4[Cl:36])=[C:23]3[N:22]=[C:21]([C:38](=[O:49])[NH:39][CH2:40][C:41]3[CH:46]=[CH:45][C:44]([F:47])=[C:43]([F:48])[CH:42]=3)[CH:20]=1)[CH2:12][CH2:11]2)=[O:7])(C)(C)C.FC(F)(F)C(O)=O. Product: [Cl:36][C:31]1[CH:32]=[CH:33][CH:34]=[CH:35][C:30]=1[NH:29][C:28]([C:27]1[CH:26]=[N:25][N:24]2[C:19]([CH2:18][NH:17][CH:13]3[C:14]4[C:10](=[C:9]([CH3:50])[C:8]([C:6]([OH:7])=[O:5])=[CH:16][CH:15]=4)[CH2:11][CH2:12]3)=[CH:20][C:21]([C:38](=[O:49])[NH:39][CH2:40][C:41]3[CH:46]=[CH:45][C:44]([F:47])=[C:43]([F:48])[CH:42]=3)=[N:22][C:23]=12)=[O:37]. The catalyst class is: 2.